Task: Predict the reactants needed to synthesize the given product.. Dataset: Full USPTO retrosynthesis dataset with 1.9M reactions from patents (1976-2016) Given the product [CH:1]1([C:4]2[CH:5]=[C:6]3[NH:9][C:15]([C:17]4[CH:22]=[CH:21][CH:20]=[CH:19][C:18]=4[F:23])=[CH:14][C:13](=[O:12])[N:7]3[N:8]=2)[CH2:3][CH2:2]1, predict the reactants needed to synthesize it. The reactants are: [CH:1]1([C:4]2[CH:5]=[C:6]([NH2:9])[NH:7][N:8]=2)[CH2:3][CH2:2]1.C([O:12][C:13](=O)[CH2:14][C:15]([C:17]1[CH:22]=[CH:21][CH:20]=[CH:19][C:18]=1[F:23])=O)C.